Dataset: Full USPTO retrosynthesis dataset with 1.9M reactions from patents (1976-2016). Task: Predict the reactants needed to synthesize the given product. (1) Given the product [CH3:24][N:25]1[CH2:30][CH2:29][N:28]([C:2]2[CH:3]=[C:4]3[C:8](=[CH:9][CH:10]=2)[C:7](=[O:11])[N:6]([CH2:12][C:13]2[CH:18]=[CH:17][C:16]([O:19][C:20]([F:23])([F:22])[F:21])=[CH:15][CH:14]=2)[CH2:5]3)[CH2:27][CH2:26]1, predict the reactants needed to synthesize it. The reactants are: Br[C:2]1[CH:3]=[C:4]2[C:8](=[CH:9][CH:10]=1)[C:7](=[O:11])[N:6]([CH2:12][C:13]1[CH:18]=[CH:17][C:16]([O:19][C:20]([F:23])([F:22])[F:21])=[CH:15][CH:14]=1)[CH2:5]2.[CH3:24][N:25]1[CH2:30][CH2:29][NH:28][CH2:27][CH2:26]1.C1C=CC(P(C2C(C3C(P(C4C=CC=CC=4)C4C=CC=CC=4)=CC=C4C=3C=CC=C4)=C3C(C=CC=C3)=CC=2)C2C=CC=CC=2)=CC=1.CC(C)([O-])C.[Na+]. (2) Given the product [C:1]1([S:7]([N:10]2[C:18]3[C:13](=[C:14]([O:21][CH3:22])[C:15]([O:19][CH3:20])=[CH:16][CH:17]=3)[CH:12]=[C:11]2[I:39])(=[O:8])=[O:9])[CH:2]=[CH:3][CH:4]=[CH:5][CH:6]=1, predict the reactants needed to synthesize it. The reactants are: [C:1]1([S:7]([N:10]2[C:18]3[C:13](=[C:14]([O:21][CH3:22])[C:15]([O:19][CH3:20])=[CH:16][CH:17]=3)[CH:12]=[CH:11]2)(=[O:9])=[O:8])[CH:6]=[CH:5][CH:4]=[CH:3][CH:2]=1.CN(CCN(C)C)C.[Li+].CC([N-]C(C)C)C.[I:39]I. (3) Given the product [CH3:1][O:2][C:3]([C:5]1[N:6]([NH2:12])[C:7]([Cl:11])=[C:8]([Cl:10])[CH:9]=1)=[O:4], predict the reactants needed to synthesize it. The reactants are: [CH3:1][O:2][C:3]([C:5]1[N:6]([N:12]2C(=O)C3C(=CC=CC=3)C2=O)[C:7]([Cl:11])=[C:8]([Cl:10])[CH:9]=1)=[O:4].O.NN.